This data is from Choline transporter screen with 302,306 compounds. The task is: Binary Classification. Given a drug SMILES string, predict its activity (active/inactive) in a high-throughput screening assay against a specified biological target. (1) The molecule is Brc1cc(c(O)cc1)C(=O)N\N=C(\c1sccc1)C. The result is 0 (inactive). (2) The molecule is Clc1c(NC(=O)CN(CC(=O)Nc2c(F)c(F)c(F)cc2)C)c(Cl)ccc1C. The result is 0 (inactive). (3) The molecule is O(C(=O)C=1/C(C(=O)NC1C)=C/Nc1ccc(cc1)C#N)C. The result is 0 (inactive). (4) The result is 0 (inactive). The drug is ClC=1C(=O)/C(=C\Nc2ccc(N3CCOCC3)cc2)C=C(Cl)C1. (5) The drug is o1nc(C(=N/N\C=C2\C=CC(=O)C=C2)/N)c(n1)N. The result is 0 (inactive). (6) The compound is Clc1c(c2oc(c(n2)CN2C(CCCC2)CO)C)cccc1. The result is 0 (inactive). (7) The compound is S=C(Nc1ccccc1)NC(=O)/C=C\c1ccc(F)cc1. The result is 0 (inactive).